Dataset: Full USPTO retrosynthesis dataset with 1.9M reactions from patents (1976-2016). Task: Predict the reactants needed to synthesize the given product. (1) Given the product [CH:25]([NH:24][C:22]1[N:21]=[C:20]([NH:28][C:29]2[CH:34]=[CH:33][N:32]=[C:31]([C:35]([F:36])([F:38])[F:37])[CH:30]=2)[N:19]=[C:18]([C:14]2[CH:13]=[C:12]([C:9]3([OH:8])[CH2:10][CH2:11]3)[CH:17]=[CH:16][CH:15]=2)[N:23]=1)([CH3:27])[CH3:26], predict the reactants needed to synthesize it. The reactants are: [Si]([O:8][C:9]1([C:12]2[CH:13]=[C:14]([C:18]3[N:23]=[C:22]([NH:24][CH:25]([CH3:27])[CH3:26])[N:21]=[C:20]([NH:28][C:29]4[CH:34]=[CH:33][N:32]=[C:31]([C:35]([F:38])([F:37])[F:36])[CH:30]=4)[N:19]=3)[CH:15]=[CH:16][CH:17]=2)[CH2:11][CH2:10]1)(C(C)(C)C)(C)C.CCCC[N+](CCCC)(CCCC)CCCC.[F-]. (2) Given the product [NH2:1][C:2]1[N:11]=[C:10]([C:12]([N:14]2[CH2:22][C:21]3[C:16](=[CH:17][CH:18]=[CH:19][CH:20]=3)[CH2:15]2)=[O:13])[C:9]2[C:4](=[CH:5][CH:6]=[C:7]([C:23]3[CH:30]=[CH:29][CH:28]=[CH:27][C:24]=3[CH2:25][N:31]3[CH2:35][CH2:34][CH:33]([OH:36])[CH2:32]3)[CH:8]=2)[N:3]=1, predict the reactants needed to synthesize it. The reactants are: [NH2:1][C:2]1[N:11]=[C:10]([C:12]([N:14]2[CH2:22][C:21]3[C:16](=[CH:17][CH:18]=[CH:19][CH:20]=3)[CH2:15]2)=[O:13])[C:9]2[C:4](=[CH:5][CH:6]=[C:7]([C:23]3[CH:30]=[CH:29][CH:28]=[CH:27][C:24]=3[CH:25]=O)[CH:8]=2)[N:3]=1.[NH:31]1[CH2:35][CH2:34][CH:33]([OH:36])[CH2:32]1.C(O)(=O)C.C(O[BH-](OC(=O)C)OC(=O)C)(=O)C.[Na+]. (3) Given the product [C:16]([O:15][C:13](=[O:14])[NH:20][CH2:21][CH2:22][N:3]1[C:2]([I:1])=[C:6]([I:7])[N:5]=[C:4]1[CH2:8][O:9][CH3:10])([CH3:19])([CH3:18])[CH3:17], predict the reactants needed to synthesize it. The reactants are: [I:1][C:2]1[N:3]=[C:4]([CH2:8][O:9][CH3:10])[NH:5][C:6]=1[I:7].[H-].[Na+].[C:13]([NH:20][CH2:21][CH2:22]Br)([O:15][C:16]([CH3:19])([CH3:18])[CH3:17])=[O:14].O. (4) Given the product [CH:1]1[C:12]2=[C:13]3[CH:8]([CH2:9][CH2:10][CH2:11]2)[CH2:7][CH2:6][CH2:5][C:4]3=[CH:3][C:2]=1[NH:14][C:16]1[N:17]=[CH:18][C:19]([C:22]([O:24][CH2:25][CH3:26])=[O:23])=[CH:20][N:21]=1, predict the reactants needed to synthesize it. The reactants are: [CH:1]1[C:12]2=[C:13]3[CH:8]([CH2:9][CH2:10][CH2:11]2)[CH2:7][CH2:6][CH2:5][C:4]3=[CH:3][C:2]=1[NH2:14].Cl[C:16]1[N:21]=[CH:20][C:19]([C:22]([O:24][CH2:25][CH3:26])=[O:23])=[CH:18][N:17]=1.C(=O)([O-])[O-].[K+].[K+].